From a dataset of Forward reaction prediction with 1.9M reactions from USPTO patents (1976-2016). Predict the product of the given reaction. (1) The product is: [CH:1]1([N:6]2[C:11]3=[N:12][C:13]([NH:20][C:21]4[CH:22]=[CH:23][C:24]([N:27]5[CH2:28][CH2:29][N:30]([CH3:33])[CH2:31][CH2:32]5)=[CH:25][CH:26]=4)=[N:14][CH:15]=[C:10]3[CH2:9][NH:8][C:7]2=[O:19])[CH2:5][CH2:4][CH2:3][CH2:2]1. Given the reactants [CH:1]1([N:6]2[C:11]3=[N:12][C:13](S(C)=O)=[N:14][CH:15]=[C:10]3[CH2:9][NH:8][C:7]2=[O:19])[CH2:5][CH2:4][CH2:3][CH2:2]1.[NH2:20][C:21]1[CH:26]=[CH:25][C:24]([N:27]2[CH2:32][CH2:31][N:30]([CH3:33])[CH2:29][CH2:28]2)=[CH:23][CH:22]=1.FC(F)(F)C(O)=O, predict the reaction product. (2) Given the reactants [CH2:1]([O:3][C:4]([C:6]1[CH:10]=[C:9]([CH:11]=O)[O:8][CH:7]=1)=[O:5])[CH3:2].[F:13][C:14]([F:25])([F:24])[O:15][C:16]1[CH:23]=[CH:22][C:19]([CH2:20][NH2:21])=[CH:18][CH:17]=1.[BH4-].[Na+].[ClH:28], predict the reaction product. The product is: [ClH:28].[CH2:1]([O:3][C:4]([C:6]1[CH:10]=[C:9]([CH2:11][NH:21][CH2:20][C:19]2[CH:22]=[CH:23][C:16]([O:15][C:14]([F:13])([F:24])[F:25])=[CH:17][CH:18]=2)[O:8][CH:7]=1)=[O:5])[CH3:2]. (3) Given the reactants C1(C(C2C=CC=CC=2)[N:8]2[CH2:11][CH:10]([N:12]3[CH2:17][CH2:16][N:15]([C:18]([C:20]4[CH:25]=[CH:24][CH:23]=[CH:22][CH:21]=4)=[O:19])[CH2:14][CH:13]3[CH2:26][OH:27])[CH2:9]2)C=CC=CC=1.Cl, predict the reaction product. The product is: [NH:8]1[CH2:11][CH:10]([N:12]2[CH2:17][CH2:16][N:15]([C:18]([C:20]3[CH:25]=[CH:24][CH:23]=[CH:22][CH:21]=3)=[O:19])[CH2:14][CH:13]2[CH2:26][OH:27])[CH2:9]1. (4) Given the reactants CS(Cl)(=O)=O.[CH2:6]([O:13][C:14]1[CH:19]=[CH:18][C:17]([N:20]2[CH2:24][C@H:23]([CH2:25]O)[O:22][C:21]2=[O:27])=[CH:16][C:15]=1[F:28])[C:7]1[CH:12]=[CH:11][CH:10]=[CH:9][CH:8]=1.C(N(CC)CC)C.[N-:36]=[N+:37]=[N-:38].[Na+], predict the reaction product. The product is: [N:36]([CH2:25][C@H:23]1[O:22][C:21](=[O:27])[N:20]([C:17]2[CH:18]=[CH:19][C:14]([O:13][CH2:6][C:7]3[CH:12]=[CH:11][CH:10]=[CH:9][CH:8]=3)=[C:15]([F:28])[CH:16]=2)[CH2:24]1)=[N+:37]=[N-:38]. (5) Given the reactants [C:1]([NH:6][C:7]1[C:12]([C:13]([O:15]CC)=[O:14])=[CH:11][N:10]=[C:9]([C:18]([F:21])([F:20])[F:19])[N:8]=1)([CH2:4][CH3:5])([CH3:3])[CH3:2].[OH-].[Na+], predict the reaction product. The product is: [C:1]([NH:6][C:7]1[C:12]([C:13]([OH:15])=[O:14])=[CH:11][N:10]=[C:9]([C:18]([F:20])([F:21])[F:19])[N:8]=1)([CH2:4][CH3:5])([CH3:2])[CH3:3]. (6) Given the reactants Br[C:2]1[CH:7]=[CH:6][C:5]([C:8]2[N:13]3[N:14]=[C:15]([S:26][CH3:27])[C:16]([N:17]([CH2:22][CH:23]4[CH2:25][CH2:24]4)[CH2:18][CH:19]4[CH2:21][CH2:20]4)=[C:12]3[CH:11]=[CH:10][CH:9]=2)=[C:4]([O:28][CH3:29])[CH:3]=1.C(OCC)(=O)C.[CH3:36][N:37](C)C=O, predict the reaction product. The product is: [CH:19]1([CH2:18][N:17]([CH2:22][CH:23]2[CH2:25][CH2:24]2)[C:16]2[C:15]([S:26][CH3:27])=[N:14][N:13]3[C:8]([C:5]4[CH:6]=[CH:7][C:2]([C:36]#[N:37])=[CH:3][C:4]=4[O:28][CH3:29])=[CH:9][CH:10]=[CH:11][C:12]=23)[CH2:21][CH2:20]1. (7) Given the reactants Br[C:2]1[CH:7]=[CH:6][CH:5]=[C:4]([F:8])[CH:3]=1.[F:9][C:10]1[CH:11]=[C:12]([CH:15]=[CH:16][CH:17]=1)[CH:13]=[O:14].[Li]CCCC, predict the reaction product. The product is: [F:8][C:4]1[CH:3]=[C:2]([CH:13]([C:12]2[CH:15]=[CH:16][CH:17]=[C:10]([F:9])[CH:11]=2)[OH:14])[CH:7]=[CH:6][CH:5]=1.